Dataset: Reaction yield outcomes from USPTO patents with 853,638 reactions. Task: Predict the reaction yield, written as a fraction of the theoretical maximum amount of product (1.0 means a 100% yield; for example, 0.34 means a 34% yield). (1) The reactants are FC(F)(F)C(O)=O.[Cl:8][C:9]1[C:10]([F:38])=[C:11]([CH:15]2[C:19]([C:22]3[CH:27]=[CH:26][C:25]([Cl:28])=[CH:24][C:23]=3[F:29])([C:20]#[N:21])[CH:18]([CH2:30][C:31]([CH3:34])([CH3:33])[CH3:32])[NH:17][CH:16]2[C:35]([OH:37])=O)[CH:12]=[CH:13][CH:14]=1.CC1(C)[O:44][C@@H:43]([CH2:45][CH2:46][NH2:47])[CH2:42][O:41]1.CN(C(ON1N=NC2C=CC=NC1=2)=[N+](C)C)C.F[P-](F)(F)(F)(F)F.CCN(C(C)C)C(C)C.Cl. The catalyst is C(Cl)Cl.O1CCCC1. The product is [OH:44][C@H:43]([CH2:42][OH:41])[CH2:45][CH2:46][NH:47][C:35]([CH:16]1[CH:15]([C:11]2[CH:12]=[CH:13][CH:14]=[C:9]([Cl:8])[C:10]=2[F:38])[C:19]([C:22]2[CH:27]=[CH:26][C:25]([Cl:28])=[CH:24][C:23]=2[F:29])([C:20]#[N:21])[CH:18]([CH2:30][C:31]([CH3:34])([CH3:32])[CH3:33])[NH:17]1)=[O:37]. The yield is 0.940. (2) The reactants are [Br:1][C:2]1[CH:7]=[CH:6][C:5]([CH2:8][NH2:9])=[C:4]([F:10])[CH:3]=1.C(N(CC)C(C)C)(C)C.[C:20]1([CH2:26][S:27](Cl)(=[O:29])=[O:28])[CH:25]=[CH:24][CH:23]=[CH:22][CH:21]=1. The catalyst is ClCCl. The product is [Br:1][C:2]1[CH:7]=[CH:6][C:5]([CH2:8][NH:9][S:27]([CH2:26][C:20]2[CH:25]=[CH:24][CH:23]=[CH:22][CH:21]=2)(=[O:29])=[O:28])=[C:4]([F:10])[CH:3]=1. The yield is 0.800. (3) The yield is 0.850. The reactants are [CH3:1][O:2][CH2:3][O:4][C:5]1[CH:10]=[CH:9][C:8]([CH2:11][CH2:12][CH3:13])=[CH:7][C:6]=1[CH2:14][OH:15]. The product is [CH3:1][O:2][CH2:3][O:4][C:5]1[CH:10]=[CH:9][C:8]([CH2:11][CH2:12][CH3:13])=[CH:7][C:6]=1[CH:14]=[O:15]. The catalyst is [O-2].[O-2].[Mn+4].C(OCC)(=O)C.